This data is from Forward reaction prediction with 1.9M reactions from USPTO patents (1976-2016). The task is: Predict the product of the given reaction. (1) Given the reactants [CH2:1]([O:3][C:4](=[O:18])/[CH:5]=[C:6](/[O:8][C:9]1[CH:14]=[CH:13][CH:12]=[CH:11][C:10]=1[CH2:15][CH2:16][CH3:17])\[CH3:7])[CH3:2].[Br:19]N1C(=O)CCC1=O.C(OOC(=O)C1C=CC=CC=1)(=O)C1C=CC=CC=1, predict the reaction product. The product is: [CH2:1]([O:3][C:4](=[O:18])/[CH:5]=[C:6](/[O:8][C:9]1[CH:14]=[CH:13][CH:12]=[CH:11][C:10]=1[CH2:15][CH2:16][CH3:17])\[CH2:7][Br:19])[CH3:2]. (2) Given the reactants [Br:1][C:2]1[C:7]([OH:8])=[CH:6][CH:5]=[CH:4][N:3]=1.Br[CH2:10][CH2:11][F:12].C([O-])([O-])=O.[K+].[K+], predict the reaction product. The product is: [Br:1][C:2]1[C:7]([O:8][CH2:10][CH2:11][F:12])=[CH:6][CH:5]=[CH:4][N:3]=1. (3) Given the reactants [Br:1][C:2]1[CH:3]=[C:4]([C:9]([C:11]2[CH:16]=[CH:15][CH:14]=[CH:13][C:12]=2[O:17][CH3:18])=O)[C:5](F)=[N:6][CH:7]=1.O.[NH2:20][NH2:21], predict the reaction product. The product is: [Br:1][C:2]1[CH:3]=[C:4]2[C:9]([C:11]3[CH:16]=[CH:15][CH:14]=[CH:13][C:12]=3[O:17][CH3:18])=[N:21][NH:20][C:5]2=[N:6][CH:7]=1. (4) Given the reactants [CH3:1][C:2]1[N:7]=[C:6]2[S:8][C:9]3[CH2:13][CH2:12][CH2:11][C:10]=3[C:5]2=[C:4]([C:14]2[CH:19]=[CH:18][C:17]([CH2:20][CH3:21])=[CH:16][CH:15]=2)[C:3]=1[CH2:22][C:23]([O:25][CH3:26])=[O:24].[Li+].C[Si]([N-][Si](C)(C)C)(C)C.[CH2:37]1[CH2:41]OC[CH2:38]1.ICCC, predict the reaction product. The product is: [CH3:1][C:2]1[N:7]=[C:6]2[S:8][C:9]3[CH2:13][CH2:12][CH2:11][C:10]=3[C:5]2=[C:4]([C:14]2[CH:19]=[CH:18][C:17]([CH2:20][CH3:21])=[CH:16][CH:15]=2)[C:3]=1[CH:22]([CH2:38][CH2:37][CH3:41])[C:23]([O:25][CH3:26])=[O:24]. (5) Given the reactants Br[C:2]1[CH:7]=[C:6]([C:8]([F:11])([F:10])[F:9])[CH:5]=[CH:4][N:3]=1.C([Li])CCC.[O:17]=[C:18]1[CH2:23][CH2:22][N:21]([C:24]([O:26][C:27]([CH3:30])([CH3:29])[CH3:28])=[O:25])[CH2:20][CH2:19]1, predict the reaction product. The product is: [C:27]([O:26][C:24]([N:21]1[CH2:22][CH2:23][C:18]([OH:17])([C:2]2[CH:7]=[C:6]([C:8]([F:11])([F:10])[F:9])[CH:5]=[CH:4][N:3]=2)[CH2:19][CH2:20]1)=[O:25])([CH3:30])([CH3:28])[CH3:29]. (6) Given the reactants [N:1]1[N:8]2[C:4]([O:5][C:6]3[CH2:12][O:11][CH2:10][CH2:9][C:7]=32)=[CH:3][C:2]=1[C:13]([O-])=[O:14].[BH4-].[Li+].CO, predict the reaction product. The product is: [N:1]1[N:8]2[C:4]([O:5][C:6]3[CH2:12][O:11][CH2:10][CH2:9][C:7]=32)=[CH:3][C:2]=1[CH2:13][OH:14]. (7) Given the reactants [Cl:1][C:2]1[CH:3]=[C:4]([NH:13][CH:14]2[CH2:18][CH2:17][CH2:16][CH2:15]2)[C:5]([CH3:12])=[C:6]([CH:11]=1)[C:7]([O:9][CH3:10])=[O:8].[C:19](=O)([O-])[O-].[Cs+].[Cs+].CI, predict the reaction product. The product is: [Cl:1][C:2]1[CH:3]=[C:4]([N:13]([CH:14]2[CH2:18][CH2:17][CH2:16][CH2:15]2)[CH3:19])[C:5]([CH3:12])=[C:6]([CH:11]=1)[C:7]([O:9][CH3:10])=[O:8]. (8) Given the reactants [Cl:1][C:2]1[C:3]2[CH2:10][C:9](=[O:11])[NH:8][C:4]=2[N:5]=[CH:6][N:7]=1.[CH3:12][C:13]1[CH:17]=[C:16]([CH3:18])[NH:15][C:14]=1[CH:19]=O, predict the reaction product. The product is: [Cl:1][C:2]1[C:3]2[C:10](=[CH:19][C:14]3[NH:15][C:16]([CH3:18])=[CH:17][C:13]=3[CH3:12])[C:9](=[O:11])[NH:8][C:4]=2[N:5]=[CH:6][N:7]=1. (9) Given the reactants [CH3:1][N:2]([CH3:14])[CH2:3][CH2:4][C:5]([C:7]1[CH:12]=[N:11][C:10]([CH3:13])=[CH:9][N:8]=1)=O.[Cl-].[CH3:16][O:17][CH2:18][P+](C1C=CC=CC=1)(C1C=CC=CC=1)C1C=CC=CC=1.CC(C)([O-])C.[K+].[Cl-].[Na+], predict the reaction product. The product is: [CH3:16][O:17][CH:18]=[C:5]([C:7]1[CH:12]=[N:11][C:10]([CH3:13])=[CH:9][N:8]=1)[CH2:4][CH2:3][N:2]([CH3:14])[CH3:1].